From a dataset of Full USPTO retrosynthesis dataset with 1.9M reactions from patents (1976-2016). Predict the reactants needed to synthesize the given product. (1) Given the product [BrH:2].[Cl:3][C:4]1[CH:9]=[CH:8][CH:7]=[CH:6][C:5]=1[C@H:10]([N:15]1[CH2:20][CH2:19][C:18]2[S:21][CH:22]=[CH:23][C:17]=2[CH2:16]1)[C:11]([O:13][CH3:14])=[O:12], predict the reactants needed to synthesize it. The reactants are: O.[BrH:2].[Cl:3][C:4]1[CH:9]=[CH:8][CH:7]=[CH:6][C:5]=1[C@H:10]([N:15]1[CH2:20][CH2:19][C:18]2[S:21][CH:22]=[CH:23][C:17]=2[CH2:16]1)[C:11]([O:13][CH3:14])=[O:12]. (2) Given the product [F:1][C:2]1[CH:3]=[CH:4][C:5]([C:8]2[O:9][C:10]([C:13]([CH3:17])([CH3:16])[CH2:14][NH:15][C:28](=[O:29])[C:27]3[CH:31]=[CH:32][CH:33]=[C:25]([C:22]4[N:21]=[C:20]([C:19]([F:35])([F:34])[F:18])[O:24][N:23]=4)[CH:26]=3)=[CH:11][N:12]=2)=[CH:6][CH:7]=1, predict the reactants needed to synthesize it. The reactants are: [F:1][C:2]1[CH:7]=[CH:6][C:5]([C:8]2[O:9][C:10]([C:13]([CH3:17])([CH3:16])[CH2:14][NH2:15])=[CH:11][N:12]=2)=[CH:4][CH:3]=1.[F:18][C:19]([F:35])([F:34])[C:20]1[O:24][N:23]=[C:22]([C:25]2[CH:26]=[C:27]([CH:31]=[CH:32][CH:33]=2)[C:28](O)=[O:29])[N:21]=1.